From a dataset of Full USPTO retrosynthesis dataset with 1.9M reactions from patents (1976-2016). Predict the reactants needed to synthesize the given product. (1) Given the product [CH2:18]([N:16]1[CH:17]=[C:12]([C:4]2[S:3][C:2]([NH:1][C:21]([C:22]3[CH:27]=[CH:26][N:25]=[CH:24][CH:23]=3)=[O:28])=[N:6][C:5]=2[C:7]2[O:8][CH:9]=[CH:10][CH:11]=2)[CH:13]=[CH:14][C:15]1=[O:20])[CH3:19], predict the reactants needed to synthesize it. The reactants are: [NH2:1][C:2]1[S:3][C:4]([C:12]2[CH:13]=[CH:14][C:15](=[O:20])[N:16]([CH2:18][CH3:19])[CH:17]=2)=[C:5]([C:7]2[O:8][CH:9]=[CH:10][CH:11]=2)[N:6]=1.[C:21](O)(=[O:28])[C:22]1[CH:27]=[CH:26][N:25]=[CH:24][CH:23]=1.C1CN([P+](ON2N=NC3C=CC=CC2=3)(N2CCCC2)N2CCCC2)CC1.F[P-](F)(F)(F)(F)F.C(N(CC)CC)C. (2) Given the product [CH2:1]([O:8][C:9]1[CH:23]=[CH:22][CH:21]=[CH:20][C:10]=1[CH2:11][C:12]1[CH:13]=[CH:14][C:15]([CH:16]=[O:17])=[CH:18][CH:19]=1)[C:2]1[CH:3]=[CH:4][CH:5]=[CH:6][CH:7]=1, predict the reactants needed to synthesize it. The reactants are: [CH2:1]([O:8][C:9]1[CH:23]=[CH:22][CH:21]=[CH:20][C:10]=1[CH2:11][C:12]1[CH:19]=[CH:18][C:15]([CH2:16][OH:17])=[CH:14][CH:13]=1)[C:2]1[CH:7]=[CH:6][CH:5]=[CH:4][CH:3]=1.